This data is from Full USPTO retrosynthesis dataset with 1.9M reactions from patents (1976-2016). The task is: Predict the reactants needed to synthesize the given product. (1) Given the product [CH3:17][N:15]([CH3:16])[C:12]1[CH:11]=[CH:10][C:9]([C:7]2[NH:24][C:22](=[O:23])[C:21]([C:19]#[N:20])=[CH:5][CH:6]=2)=[CH:14][CH:13]=1, predict the reactants needed to synthesize it. The reactants are: [H-].[Na+].CN(C)[CH:5]=[CH:6][C:7]([C:9]1[CH:14]=[CH:13][C:12]([N:15]([CH3:17])[CH3:16])=[CH:11][CH:10]=1)=O.[C:19]([CH2:21][C:22]([NH2:24])=[O:23])#[N:20].CO. (2) The reactants are: [NH4+:1].[OH-].C[O:4][C:5](=O)[CH2:6][O:7][C:8]1[CH:13]=[CH:12][C:11]([O:14][C:15]([F:18])([F:17])[F:16])=[CH:10][CH:9]=1. Given the product [F:16][C:15]([F:18])([F:17])[O:14][C:11]1[CH:12]=[CH:13][C:8]([O:7][CH2:6][C:5]([NH2:1])=[O:4])=[CH:9][CH:10]=1, predict the reactants needed to synthesize it.